This data is from Full USPTO retrosynthesis dataset with 1.9M reactions from patents (1976-2016). The task is: Predict the reactants needed to synthesize the given product. Given the product [F:11][C@@H:12]1[CH2:17][CH2:16][N:15]([C:2]2[CH:7]=[CH:6][N:5]=[CH:4][C:3]=2[N+:8]([O-:10])=[O:9])[CH2:14][C@H:13]1[NH:18][C:19](=[O:25])[O:20][C:21]([CH3:23])([CH3:22])[CH3:24], predict the reactants needed to synthesize it. The reactants are: Cl[C:2]1[CH:7]=[CH:6][N:5]=[CH:4][C:3]=1[N+:8]([O-:10])=[O:9].[F:11][C@@H:12]1[CH2:17][CH2:16][NH:15][CH2:14][C@H:13]1[NH:18][C:19](=[O:25])[O:20][C:21]([CH3:24])([CH3:23])[CH3:22].C(N(CC)CC)C.